Dataset: Forward reaction prediction with 1.9M reactions from USPTO patents (1976-2016). Task: Predict the product of the given reaction. (1) Given the reactants [Br:1][C:2]1[CH:11]=[CH:10][CH:9]=[C:8]2[C:3]=1[CH:4]=[CH:5][C:6]([S:12](Cl)(=[O:14])=[O:13])=[CH:7]2.C(Cl)Cl.[F:19][C:20]([F:24])([F:23])[CH2:21][OH:22].C(N(CC)CC)C, predict the reaction product. The product is: [Br:1][C:2]1[CH:11]=[CH:10][CH:9]=[C:8]2[C:3]=1[CH:4]=[CH:5][C:6]([S:12]([O:22][CH2:21][C:20]([F:24])([F:23])[F:19])(=[O:13])=[O:14])=[CH:7]2. (2) The product is: [Cl:29][C:12]1[C:13]([C:15]2[CH:20]=[CH:19][CH:18]=[C:17]([NH:21][CH2:22][CH:23]3[CH2:28][CH2:27][O:26][CH2:25][CH2:24]3)[N:16]=2)=[CH:14][C:9]([NH:8][C@H:5]2[CH2:6][CH2:7][C@H:2]([NH:1][CH2:43][CH2:44][O:45][C:46]([F:49])([F:48])[F:47])[CH2:3][CH2:4]2)=[N:10][CH:11]=1. Given the reactants [NH2:1][C@H:2]1[CH2:7][CH2:6][C@H:5]([NH:8][C:9]2[CH:14]=[C:13]([C:15]3[CH:20]=[CH:19][CH:18]=[C:17]([NH:21][CH2:22][CH:23]4[CH2:28][CH2:27][O:26][CH2:25][CH2:24]4)[N:16]=3)[C:12]([Cl:29])=[CH:11][N:10]=2)[CH2:4][CH2:3]1.C(N(CC)CC)C.FC(F)(F)S(O[CH2:43][CH2:44][O:45][C:46]([F:49])([F:48])[F:47])(=O)=O, predict the reaction product.